This data is from Full USPTO retrosynthesis dataset with 1.9M reactions from patents (1976-2016). The task is: Predict the reactants needed to synthesize the given product. (1) Given the product [CH2:27]([O:7][C:6](=[O:8])[C:5]1[CH:9]=[CH:10][C:2]([Cl:1])=[C:3]([NH:11][C:12]([C:14]2[C:25](=[O:26])[NH:24][C:17]3[N:18]=[C:19]([O:22][CH3:23])[N:20]=[CH:21][C:16]=3[CH:15]=2)=[O:13])[CH:4]=1)[C:28]1[CH:33]=[CH:32][CH:31]=[CH:30][CH:29]=1, predict the reactants needed to synthesize it. The reactants are: [Cl:1][C:2]1[CH:10]=[CH:9][C:5]([C:6]([OH:8])=[O:7])=[CH:4][C:3]=1[NH:11][C:12]([C:14]1[C:25](=[O:26])[NH:24][C:17]2[N:18]=[C:19]([O:22][CH3:23])[N:20]=[CH:21][C:16]=2[CH:15]=1)=[O:13].[CH2:27](Br)[C:28]1[CH:33]=[CH:32][CH:31]=[CH:30][CH:29]=1.[F-].C([N+](CCCC)(CCCC)CCCC)CCC. (2) Given the product [CH3:13][O:12][C:11]1[CH:10]=[C:6]2[C:7](=[O:9])[O:16][C:14](=[O:15])[C:5]2=[CH:4][C:3]=1[O:2][CH3:1], predict the reactants needed to synthesize it. The reactants are: [CH3:1][O:2][C:3]1[CH:4]=[C:5]([C:14]([OH:16])=[O:15])[C:6](=[CH:10][C:11]=1[O:12][CH3:13])[C:7]([OH:9])=O. (3) Given the product [C:1]([O:5][C:6]([N:8]1[CH2:22][C@@H:21]([CH3:23])[N:11]2[C:12]3[CH:13]=[C:14]([CH3:20])[CH:15]=[CH:16][C:17]=3[CH:18]=[C:10]2[CH2:9]1)=[O:7])([CH3:4])([CH3:2])[CH3:3], predict the reactants needed to synthesize it. The reactants are: [C:1]([O:5][C:6]([N:8]1[CH2:22][C@@H:21]([CH3:23])[N:11]2[C:12]3[CH:13]=[C:14]([CH3:20])[C:15](Br)=[CH:16][C:17]=3[CH:18]=[C:10]2[CH2:9]1)=[O:7])([CH3:4])([CH3:3])[CH3:2]. (4) Given the product [CH3:20][C:15]1([CH3:21])[C:16]([CH3:19])([CH3:18])[O:17][B:13]([C:2]2[CH:3]=[C:4]3[C:9](=[CH:10][CH:11]=2)[N:8]=[CH:7][N:6]=[C:5]3[NH2:12])[O:14]1, predict the reactants needed to synthesize it. The reactants are: Br[C:2]1[CH:3]=[C:4]2[C:9](=[CH:10][CH:11]=1)[N:8]=[CH:7][N:6]=[C:5]2[NH2:12].[B:13]1([B:13]2[O:17][C:16]([CH3:19])([CH3:18])[C:15]([CH3:21])([CH3:20])[O:14]2)[O:17][C:16]([CH3:19])([CH3:18])[C:15]([CH3:21])([CH3:20])[O:14]1.C([O-])(=O)C.[K+].CN(C)C=O.